This data is from Full USPTO retrosynthesis dataset with 1.9M reactions from patents (1976-2016). The task is: Predict the reactants needed to synthesize the given product. (1) Given the product [CH3:1][Si:2]([O:11][CH3:12])([O:13][CH3:14])[C:3]1[CH:10]=[CH:9][C:6]([CH:7]=[CH:8][C:16]2[CH:17]=[CH:18][C:19]([Si:22]([CH3:31])([O:27][CH3:28])[O:23][CH3:24])=[CH:20][CH:21]=2)=[CH:5][CH:4]=1, predict the reactants needed to synthesize it. The reactants are: [CH3:1][Si:2]([O:13][CH3:14])([O:11][CH3:12])[C:3]1[CH:10]=[CH:9][C:6]([CH:7]=[CH2:8])=[CH:5][CH:4]=1.Br[C:16]1[CH:21]=[CH:20][C:19]([Si:22]([CH3:31])([O:27][CH:28](C)C)[O:23][CH:24](C)C)=[CH:18][CH:17]=1.C(N(CC)CC)C.C1(C)C=CC=CC=1P(C1C=CC=CC=1C)C1C=CC=CC=1C. (2) Given the product [N:12]([CH2:10][CH2:9][CH2:8][C:6]([C:4]1[S:3][CH:2]=[CH:1][CH:5]=1)=[O:7])=[N+:13]=[N-:14], predict the reactants needed to synthesize it. The reactants are: [CH:1]1[CH:5]=[C:4]([C:6]([CH2:8][CH2:9][CH2:10]Cl)=[O:7])[S:3][CH:2]=1.[N-:12]=[N+:13]=[N-:14].[Na+]. (3) Given the product [Br:1][C:2]1[C:3]([O:12][CH2:13][CH2:14][C:15]2[CH:20]=[CH:19][CH:18]=[CH:17][CH:16]=2)=[C:4]([CH:7]=[C:8]([S:10][CH3:11])[CH:9]=1)[CH2:5][NH:22][CH2:23][CH2:24][CH2:25][NH:26][C:27]1[NH:32][C:31]2[CH:33]=[CH:34][S:35][C:30]=2[C:29](=[O:36])[CH:28]=1, predict the reactants needed to synthesize it. The reactants are: [Br:1][C:2]1[C:3]([O:12][CH2:13][CH2:14][C:15]2[CH:20]=[CH:19][CH:18]=[CH:17][CH:16]=2)=[C:4]([CH:7]=[C:8]([S:10][CH3:11])[CH:9]=1)[CH:5]=O.Cl.[NH2:22][CH2:23][CH2:24][CH2:25][NH:26][C:27]1[NH:32][C:31]2[CH:33]=[CH:34][S:35][C:30]=2[C:29](=[O:36])[CH:28]=1. (4) Given the product [CH2:28]([N:27]1[C:23]([C@H:19]2[CH2:20][CH2:21][CH2:22][C@@H:18]2[O:17][C:13]2[CH:14]=[C:15]([F:16])[C:10]([S:7]([NH:6][C:31]3[CH:36]=[CH:35][N:34]=[CH:33][N:32]=3)(=[O:9])=[O:8])=[C:11]([F:30])[CH:12]=2)=[CH:24][CH:25]=[N:26]1)[CH3:29], predict the reactants needed to synthesize it. The reactants are: COC1C=C(OC)C=CC=1C[N:6]([C:31]1[CH:36]=[CH:35][N:34]=[CH:33][N:32]=1)[S:7]([C:10]1[C:15]([F:16])=[CH:14][C:13]([O:17][C@H:18]2[CH2:22][CH2:21][CH2:20][C@@H:19]2[C:23]2[N:27]([CH2:28][CH3:29])[N:26]=[CH:25][CH:24]=2)=[CH:12][C:11]=1[F:30])(=[O:9])=[O:8].C([SiH](CC)CC)C.FC(F)(F)C(O)=O. (5) Given the product [O:34]1[CH:38]=[CH:37][C:36]([CH2:23][C:24]2[O:28][N:27]=[C:26]([C:29]([O:31][CH2:32][CH3:33])=[O:30])[CH:25]=2)=[CH:35]1, predict the reactants needed to synthesize it. The reactants are: C(=O)([O-])[O-].[Na+].[Na+].C1(C)C=CC=CC=1.C(OP(O[CH2:23][C:24]1[O:28][N:27]=[C:26]([C:29]([O:31][CH2:32][CH3:33])=[O:30])[CH:25]=1)(OCC)=O)C.[O:34]1[CH:38]=[CH:37][C:36](B(O)O)=[CH:35]1. (6) Given the product [Cl:1][C:2]1[S:6][C:5]([C:7]([N:9]([S:18][CH3:17])[CH2:10][CH:11]=[CH2:12])=[O:8])=[C:4]([Si:13]([CH3:14])([CH3:16])[CH3:15])[CH:3]=1, predict the reactants needed to synthesize it. The reactants are: [Cl:1][C:2]1[S:6][C:5]([C:7]([NH:9][CH2:10][CH:11]=[CH2:12])=[O:8])=[C:4]([Si:13]([CH3:16])([CH3:15])[CH3:14])[CH:3]=1.[CH3:17][S:18](=S)(OC)=O.C(N(SC)C(C1SC=CC=1[Si](C)(C)C)=O)C. (7) Given the product [C:13]([NH:12][C:11]1[CH:10]=[C:9]2[C:5]([C:6]([C:35]3[CH:40]=[CH:39][N:38]=[C:37]([CH3:41])[CH:36]=3)=[N:7][N:8]2[C:16]([C:17]2[CH:18]=[CH:19][CH:20]=[CH:21][CH:22]=2)([C:29]2[CH:30]=[CH:31][CH:32]=[CH:33][CH:34]=2)[C:23]2[CH:28]=[CH:27][CH:26]=[CH:25][CH:24]=2)=[CH:4][C:3]=1[C:1]([OH:44])=[O:2])(=[O:15])[CH3:14], predict the reactants needed to synthesize it. The reactants are: [CH:1]([C:3]1[CH:4]=[C:5]2[C:9](=[CH:10][C:11]=1[NH:12][C:13](=[O:15])[CH3:14])[N:8]([C:16]([C:29]1[CH:34]=[CH:33][CH:32]=[CH:31][CH:30]=1)([C:23]1[CH:28]=[CH:27][CH:26]=[CH:25][CH:24]=1)[C:17]1[CH:22]=[CH:21][CH:20]=[CH:19][CH:18]=1)[N:7]=[C:6]2[C:35]1[CH:40]=[CH:39][N:38]=[C:37]([CH3:41])[CH:36]=1)=[O:2].CC(C)=[O:44].OS(O)(=O)=O.O=[Cr](=O)=O. (8) Given the product [Cl:32][CH2:33][C:34]([NH:24][CH:22]1[CH2:21][N:20]([C:10]2[N:9]=[C:8]([N:7]3[C:6]4[CH:25]=[CH:26][CH:27]=[C:28]([O:29][CH3:30])[C:5]=4[N:4]=[C:3]3[CH:2]([F:1])[F:31])[N:13]=[C:12]([N:14]3[CH2:15][CH2:16][O:17][CH2:18][CH2:19]3)[N:11]=2)[CH2:23]1)=[O:35], predict the reactants needed to synthesize it. The reactants are: [F:1][CH:2]([F:31])[C:3]1[N:7]([C:8]2[N:13]=[C:12]([N:14]3[CH2:19][CH2:18][O:17][CH2:16][CH2:15]3)[N:11]=[C:10]([N:20]3[CH2:23][CH:22]([NH2:24])[CH2:21]3)[N:9]=2)[C:6]2[CH:25]=[CH:26][CH:27]=[C:28]([O:29][CH3:30])[C:5]=2[N:4]=1.[Cl:32][CH2:33][C:34](Cl)=[O:35]. (9) Given the product [NH2:20][C:4]1[CH:3]=[C:2]([Cl:1])[CH:7]=[C:6]([CH2:8][OH:9])[C:5]=1[S:10][C:11]1[CH:16]=[CH:15][C:14]([F:17])=[CH:13][C:12]=1[CH2:18][OH:19], predict the reactants needed to synthesize it. The reactants are: [Cl:1][C:2]1[CH:3]=[C:4]([N+:20]([O-])=O)[C:5]([S:10][C:11]2[CH:16]=[CH:15][C:14]([F:17])=[CH:13][C:12]=2[CH2:18][OH:19])=[C:6]([CH2:8][OH:9])[CH:7]=1.C(O)(=O)C.